From a dataset of Reaction yield outcomes from USPTO patents with 853,638 reactions. Predict the reaction yield, written as a fraction of the theoretical maximum amount of product (1.0 means a 100% yield; for example, 0.34 means a 34% yield). (1) The reactants are [F:1][C:2]1[CH:7]=[C:6]([C:8]2[CH:9]=[N:10][N:11]([CH3:13])[CH:12]=2)[CH:5]=[CH:4][C:3]=1[NH:14][C:15]1[C:19]2[CH2:20][N:21]([C:24](=[O:26])[CH3:25])[CH2:22][CH2:23][C:18]=2[N:17]([C:27]2([CH2:32]S(C3C=CC=CC=3)(=O)=O)[CH2:31][CH2:30][O:29][CH2:28]2)[N:16]=1.O. The catalyst is CO.Cl[Hg]Cl. The product is [F:1][C:2]1[CH:7]=[C:6]([C:8]2[CH:9]=[N:10][N:11]([CH3:13])[CH:12]=2)[CH:5]=[CH:4][C:3]=1[NH:14][C:15]1[C:19]2[CH2:20][N:21]([C:24](=[O:26])[CH3:25])[CH2:22][CH2:23][C:18]=2[N:17]([C:27]2([CH3:32])[CH2:31][CH2:30][O:29][CH2:28]2)[N:16]=1. The yield is 0.150. (2) The reactants are [F:1][C:2]1[C:7]([O:8][CH3:9])=[CH:6][CH:5]=[CH:4][C:3]=1B(O)O.[N:13]1[CH:18]=[CH:17][CH:16]=[C:15]([NH:19][C:20]([N:22]2[CH2:25][CH:24]([O:26][C:27]3[CH:32]=[CH:31][C:30](Br)=[CH:29][N:28]=3)[CH2:23]2)=[O:21])[N:14]=1.C(=O)([O-])[O-].[K+].[K+]. The catalyst is C1COCC1.O.C(OCC)(=O)C. The product is [N:13]1[CH:18]=[CH:17][CH:16]=[C:15]([NH:19][C:20]([N:22]2[CH2:23][CH:24]([O:26][C:27]3[CH:32]=[CH:31][C:30]([C:3]4[CH:4]=[CH:5][CH:6]=[C:7]([O:8][CH3:9])[C:2]=4[F:1])=[CH:29][N:28]=3)[CH2:25]2)=[O:21])[N:14]=1. The yield is 0.780. (3) The reactants are [NH2:1][C:2]1[CH:7]=[C:6]([Cl:8])[C:5]([OH:9])=[C:4]([Cl:10])[CH:3]=1.[N:11]([C:14]([CH3:21])([CH2:16][C:17]([CH3:20])([CH3:19])[CH3:18])[CH3:15])=[C:12]=[O:13].CNCCS. The catalyst is O1CCOCC1.C(Cl)Cl. The product is [Cl:8][C:6]1[CH:7]=[C:2]([NH:1][C:12]([NH:11][C:14]([CH3:21])([CH3:15])[CH2:16][C:17]([CH3:20])([CH3:19])[CH3:18])=[O:13])[CH:3]=[C:4]([Cl:10])[C:5]=1[OH:9]. The yield is 0.810. (4) The reactants are [O:1]=[C:2]1[CH2:7][CH2:6][N:5]([C:8]([O:10][C:11]([CH3:14])([CH3:13])[CH3:12])=[O:9])[CH2:4][CH2:3]1.[CH3:15]C([O-])(C)C.[K+].[N:21]([C:24]1[CH:29]=[CH:28][CH:27]=[C:26]([CH3:30])[CH:25]=1)=[C:22]=[S:23].CI. The catalyst is C1COCC1.O. The product is [CH3:15][S:23]/[C:22](/[NH:21][C:24]1[CH:25]=[C:26]([CH3:30])[CH:27]=[CH:28][CH:29]=1)=[C:7]1/[CH2:6][N:5]([C:8]([O:10][C:11]([CH3:14])([CH3:13])[CH3:12])=[O:9])[CH2:4][CH2:3][C:2]/1=[O:1]. The yield is 0.580. (5) The reactants are [CH3:1][O-:2].[Na+].[Na].[CH2:5]1[CH2:21][CH2:20][CH2:19][CH2:18][CH2:17][CH2:16][C:14](=[O:15])[O:13][CH2:12][CH2:11][CH2:10][CH2:9][CH2:8][CH2:7][CH2:6]1. The catalyst is CO. The product is [OH:2][CH2:1][CH2:11][CH2:10][CH2:9][CH2:8][CH2:7][CH2:6][CH2:5][CH2:21][CH2:20][CH2:19][CH2:18][CH2:17][CH2:16][C:14]([O:13][CH3:12])=[O:15]. The yield is 0.850. (6) The reactants are [Cl:1][C:2]1[CH:3]=[C:4]([CH:28]=[CH:29][C:30]=1[F:31])[NH:5][C:6]1[C:15]2[C:10](=[CH:11][C:12]([OH:27])=[CH:13][C:14]=2[O:16][CH2:17][C@H:18]2[CH2:22][CH2:21][CH2:20][N:19]2[C:23](=[O:26])[CH2:24][OH:25])[N:9]=[CH:8][N:7]=1.[CH2:32]([O:34][CH2:35][CH2:36]Br)[CH3:33]. No catalyst specified. The product is [Cl:1][C:2]1[CH:3]=[C:4]([CH:28]=[CH:29][C:30]=1[F:31])[NH:5][C:6]1[C:15]2[C:10](=[CH:11][C:12]([O:27][CH2:33][CH2:32][O:34][CH2:35][CH3:36])=[CH:13][C:14]=2[O:16][CH2:17][C@H:18]2[CH2:22][CH2:21][CH2:20][N:19]2[C:23](=[O:26])[CH2:24][OH:25])[N:9]=[CH:8][N:7]=1. The yield is 0.480. (7) The reactants are [C:1]([O:5][C:6]([C:8]1[CH:13]=[C:12]([O:14][C:15]2[CH:16]=[C:17]([CH2:21][CH2:22][C:23]([OH:25])=[O:24])[CH:18]=[CH:19][CH:20]=2)[CH:11]=[CH:10][N:9]=1)=[O:7])([CH3:4])([CH3:3])[CH3:2].Cl[C:27]1C=CN=C(C(OC(C)(C)C)=O)C=1.C[Si](C=[N+]=[N-])(C)C.CCCCCC. The catalyst is CO.C1(C)C=CC=CC=1. The product is [CH3:27][O:24][C:23](=[O:25])[CH2:22][CH2:21][C:17]1[CH:16]=[C:15]([CH:20]=[CH:19][CH:18]=1)[O:14][C:12]1[CH:11]=[CH:10][N:9]=[C:8]([C:6]([O:5][C:1]([CH3:4])([CH3:2])[CH3:3])=[O:7])[CH:13]=1. The yield is 0.662. (8) The reactants are FC(F)(F)S(O[C:7]1[N:8]=[C:9]([CH3:21])[C:10]2[C:15]([CH:16]=1)=[CH:14][C:13]([O:17][CH3:18])=[C:12]([O:19][CH3:20])[CH:11]=2)(=O)=O.[Cl:24][C:25]1[CH:26]=[C:27](B(O)O)[CH:28]=[CH:29][C:30]=1[Cl:31].C([O-])([O-])=O.[Na+].[Na+].CCOC(C)=O. The catalyst is C1(C)C=CC=CC=1. The product is [Cl:24][C:25]1[CH:26]=[C:27]([C:7]2[N:8]=[C:9]([CH3:21])[C:10]3[C:15]([CH:16]=2)=[CH:14][C:13]([O:17][CH3:18])=[C:12]([O:19][CH3:20])[CH:11]=3)[CH:28]=[CH:29][C:30]=1[Cl:31]. The yield is 0.420. (9) The reactants are [Cl:1][C:2]1[N:7]=[CH:6][C:5]([NH:8][CH3:9])=[C:4](I)[CH:3]=1.C([O-])([O-])=O.[Na+].[Na+].[CH:30]1[CH:35]=[CH:34][C:33](P([C:30]2[CH:35]=[CH:34][CH:33]=[CH:32][CH:31]=2)[C:30]2[CH:35]=[CH:34][CH:33]=[CH:32][CH:31]=2)=[CH:32][CH:31]=1.[CH3:36]COC(C)=O. The catalyst is C1(C)C=CC=CC=1.O.CC([O-])=O.CC([O-])=O.[Pd+2]. The product is [Cl:1][C:2]1[N:7]=[CH:6][C:5]([NH:8][CH3:9])=[C:4]([C:35]2[CH:34]=[CH:33][CH:32]=[CH:31][C:30]=2[CH3:36])[CH:3]=1. The yield is 0.546. (10) The reactants are [NH:1]([C:3]1[N:4]=[C:5]2[CH:19]=[C:18]([I:20])[CH:17]=[N:16][C:6]2=[N:7][C:8]=1[N:9]1[CH2:14][CH2:13][N:12]([CH3:15])[CH2:11][CH2:10]1)[NH2:2].[CH:21](OC)(OC)OC. The catalyst is CCOCC. The product is [I:20][C:18]1[CH:17]=[N:16][C:6]2[N:7]=[C:8]([N:9]3[CH2:14][CH2:13][N:12]([CH3:15])[CH2:11][CH2:10]3)[C:3]3[N:4]([CH:21]=[N:2][N:1]=3)[C:5]=2[CH:19]=1. The yield is 0.340.